This data is from Peptide-MHC class II binding affinity with 134,281 pairs from IEDB. The task is: Regression. Given a peptide amino acid sequence and an MHC pseudo amino acid sequence, predict their binding affinity value. This is MHC class II binding data. (1) The peptide sequence is RIDTPDKLTGPFTVR. The MHC is DRB5_0101 with pseudo-sequence DRB5_0101. The binding affinity (normalized) is 0.0553. (2) The peptide sequence is FDHEFTFGWDELLSK. The MHC is HLA-DQA10102-DQB10502 with pseudo-sequence HLA-DQA10102-DQB10502. The binding affinity (normalized) is 0.493. (3) The binding affinity (normalized) is 0.369. The MHC is H-2-IAd with pseudo-sequence H-2-IAd. The peptide sequence is VSATTTRTGMKTVRM. (4) The peptide sequence is YRIMRQIEGLIPDAC. The MHC is DRB1_0101 with pseudo-sequence DRB1_0101. The binding affinity (normalized) is 0.823. (5) The peptide sequence is RVWITNNPHMQDKTM. The MHC is DRB3_0301 with pseudo-sequence DRB3_0301. The binding affinity (normalized) is 0.787. (6) The binding affinity (normalized) is 0.0686. The MHC is DRB1_0101 with pseudo-sequence DRB1_0101. The peptide sequence is TAETHGHERGSETST. (7) The peptide sequence is PYVSKNPRQAYANYR. The MHC is HLA-DPA10103-DPB10301 with pseudo-sequence HLA-DPA10103-DPB10301. The binding affinity (normalized) is 0.229.